Predict the reaction yield, written as a fraction of the theoretical maximum amount of product (1.0 means a 100% yield; for example, 0.34 means a 34% yield). From a dataset of Reaction yield outcomes from USPTO patents with 853,638 reactions. (1) The reactants are Br[C:2]1[CH:10]=[CH:9][C:5]([C:6]([OH:8])=[O:7])=[CH:4][C:3]=1[O:11][CH3:12].[Li]CCCC.[CH3:18][C:19]([CH3:21])=[O:20].Cl. The catalyst is C1COCC1.[OH-].[Na+]. The yield is 0.340. The product is [OH:20][C:19]([C:2]1[CH:10]=[CH:9][C:5]([C:6]([OH:8])=[O:7])=[CH:4][C:3]=1[O:11][CH3:12])([CH3:21])[CH3:18]. (2) The reactants are [Br:1][C:2]1[CH:7]=[CH:6][C:5]([F:8])=[CH:4][C:3]=1[CH2:9][OH:10]. The catalyst is C(Cl)Cl.O=[Mn]=O. The product is [Br:1][C:2]1[CH:7]=[CH:6][C:5]([F:8])=[CH:4][C:3]=1[CH:9]=[O:10]. The yield is 0.920. (3) The reactants are Br[C:2]1[CH:11]=[C:10]2[C:5]([N:6]=[CH:7][CH:8]=[N:9]2)=[C:4]([C:12]([NH:14][CH2:15][C:16]([O:18]CC)=[O:17])=[O:13])[C:3]=1[OH:21].[CH3:22][N:23]1[CH:27]=[C:26](B2OC(C)(C)C(C)(C)O2)[CH:25]=[N:24]1.C(=O)([O-])[O-].[K+].[K+]. The catalyst is CN(C)C=O.O.C(OCC)(=O)C.C1C=CC([P]([Pd]([P](C2C=CC=CC=2)(C2C=CC=CC=2)C2C=CC=CC=2)([P](C2C=CC=CC=2)(C2C=CC=CC=2)C2C=CC=CC=2)[P](C2C=CC=CC=2)(C2C=CC=CC=2)C2C=CC=CC=2)(C2C=CC=CC=2)C2C=CC=CC=2)=CC=1. The product is [OH:21][C:3]1[C:4]([C:12]([NH:14][CH2:15][C:16]([OH:18])=[O:17])=[O:13])=[C:5]2[C:10](=[CH:11][C:2]=1[C:26]1[CH:25]=[N:24][N:23]([CH3:22])[CH:27]=1)[N:9]=[CH:8][CH:7]=[N:6]2. The yield is 0.649. (4) The reactants are F[C:2]1[CH:7]=[CH:6][C:5]([C@@H:8]2[CH2:10][C@H:9]2[N:11]([CH2:33][CH:34]=[CH2:35])[CH2:12][CH2:13][CH2:14][C@H:15]([NH:19][C:20]([C:22]2[CH:27]=[CH:26][C:25]([N:28]3[CH:32]=[CH:31][N:30]=[N:29]3)=[CH:24][CH:23]=2)=[O:21])[C:16](O)=[O:17])=[CH:4][CH:3]=1.[F:36][C:37]1([C:43]#[N:44])[CH2:42][CH2:41][NH:40][CH2:39][CH2:38]1. No catalyst specified. The product is [C:43]([C:37]1([F:36])[CH2:42][CH2:41][N:40]([C:16](=[O:17])[C@@H:15]([NH:19][C:20](=[O:21])[C:22]2[CH:23]=[CH:24][C:25]([N:28]3[CH:32]=[CH:31][N:30]=[N:29]3)=[CH:26][CH:27]=2)[CH2:14][CH2:13][CH2:12][N:11]([C@@H:9]2[CH2:10][C@H:8]2[C:5]2[CH:4]=[CH:3][CH:2]=[CH:7][CH:6]=2)[CH2:33][CH:34]=[CH2:35])[CH2:39][CH2:38]1)#[N:44]. The yield is 0.980. (5) The reactants are [CH3:1][O:2][C:3]1[CH:4]=[C:5]2[C:10](=[CH:11][C:12]=1[O:13][CH3:14])[N:9]=[CH:8][CH:7]=[C:6]2[O:15][C:16]1[CH:22]=[CH:21][C:19]([NH2:20])=[CH:18][CH:17]=1.C(N(CC)CC)C.ClC(Cl)(O[C:34](=[O:40])OC(Cl)(Cl)Cl)Cl.[N:42]1([CH2:47][CH2:48][NH2:49])[CH2:46][CH2:45][CH2:44][CH2:43]1. The catalyst is C(Cl)(Cl)Cl.O. The product is [CH3:1][O:2][C:3]1[CH:4]=[C:5]2[C:10](=[CH:11][C:12]=1[O:13][CH3:14])[N:9]=[CH:8][CH:7]=[C:6]2[O:15][C:16]1[CH:22]=[CH:21][C:19]([NH:20][C:34]([NH:49][CH2:48][CH2:47][N:42]2[CH2:46][CH2:45][CH2:44][CH2:43]2)=[O:40])=[CH:18][CH:17]=1. The yield is 0.460. (6) The reactants are [CH3:1][S:2]([C:5]1[CH:10]=[CH:9][C:8](B(O)O)=[CH:7][CH:6]=1)(=[O:4])=[O:3].Br[C:15]1[CH:20]=[CH:19][C:18]([OH:21])=[C:17]([F:22])[CH:16]=1.C([O-])([O-])=O.[Na+].[Na+]. The catalyst is COCCOC.C1C=CC([P]([Pd]([P](C2C=CC=CC=2)(C2C=CC=CC=2)C2C=CC=CC=2)([P](C2C=CC=CC=2)(C2C=CC=CC=2)C2C=CC=CC=2)[P](C2C=CC=CC=2)(C2C=CC=CC=2)C2C=CC=CC=2)(C2C=CC=CC=2)C2C=CC=CC=2)=CC=1. The product is [F:22][C:17]1[CH:16]=[C:15]([C:8]2[CH:9]=[CH:10][C:5]([S:2]([CH3:1])(=[O:4])=[O:3])=[CH:6][CH:7]=2)[CH:20]=[CH:19][C:18]=1[OH:21]. The yield is 0.620. (7) The reactants are [OH:1][C:2]1[CH:3]=[C:4]([CH:8]=[CH:9][C:10]=1[CH3:11])[C:5]([OH:7])=O.[NH:12]1[CH2:17][CH2:16][CH2:15][C@@H:14]2[C:18]3[CH:19]=[CH:20][CH:21]=[CH:22][C:23]=3[CH2:24][C@H:13]12.F[P-](F)(F)(F)(F)F.N1(OC(N(C)C)=[N+](C)C)C2N=CC=CC=2N=N1. No catalyst specified. The product is [N:12]1([C:5]([C:4]2[CH:8]=[CH:9][C:10]([CH3:11])=[C:2]([OH:1])[CH:3]=2)=[O:7])[CH2:17][CH2:16][CH2:15][C@@H:14]2[C:18]3[CH:19]=[CH:20][CH:21]=[CH:22][C:23]=3[CH2:24][C@H:13]12. The yield is 0.450.